Dataset: Full USPTO retrosynthesis dataset with 1.9M reactions from patents (1976-2016). Task: Predict the reactants needed to synthesize the given product. (1) Given the product [OH:16][CH:15]1[CH:14]([OH:17])[CH:13]([N:18]2[CH:26]=[N:25][C:24]3[C:23](=[O:27])[NH:22][C:21]([NH:28][C:29](=[O:33])[CH:30]([CH3:32])[CH3:31])=[N:20][C:19]2=3)[O:12][CH:11]1[CH:10]=[CH:9][P:4](=[O:3])([OH:5])[OH:8], predict the reactants needed to synthesize it. The reactants are: C([O:3][P:4]([CH:9]=[CH:10][CH:11]1[CH:15]([OH:16])[CH:14]([OH:17])[CH:13]([N:18]2[CH:26]=[N:25][C:24]3[C:23](=[O:27])[NH:22][C:21]([NH:28][C:29](=[O:33])[CH:30]([CH3:32])[CH3:31])=[N:20][C:19]2=3)[O:12]1)(=[O:8])[O:5]CC)C.C(NC1NC(=O)C2N=CN(C3OC(C=CP(O)(O)=O)C(OC(=O)C4C=CC=CC=4)C3OC)C=2N=1)(=O)C(C)C. (2) Given the product [OH:3][C:4]1[CH:13]=[CH:12][C:11]([O:14][CH2:15][CH2:16][CH3:17])=[CH:10][C:5]=1[C:6]([OH:8])=[O:7], predict the reactants needed to synthesize it. The reactants are: [OH-].[Na+].[OH:3][C:4]1[CH:13]=[CH:12][C:11]([O:14][CH2:15][CH2:16][CH3:17])=[CH:10][C:5]=1[C:6]([O:8]C)=[O:7].C(O)(=O)CC(CC(O)=O)(C(O)=O)O. (3) Given the product [Cl:1][C:2]1[C:3]([I:9])=[CH:4][C:5]([NH:10][C@H:11]2[CH2:16][CH2:15][C@H:14]([CH2:17][NH:18][C:19](=[O:25])[O:20][C:21]([CH3:23])([CH3:22])[CH3:24])[CH2:13][CH2:12]2)=[N:6][CH:7]=1, predict the reactants needed to synthesize it. The reactants are: [Cl:1][C:2]1[C:3]([I:9])=[CH:4][C:5](F)=[N:6][CH:7]=1.[NH2:10][C@H:11]1[CH2:16][CH2:15][C@H:14]([CH2:17][NH:18][C:19](=[O:25])[O:20][C:21]([CH3:24])([CH3:23])[CH3:22])[CH2:13][CH2:12]1.CS(C)=O. (4) Given the product [CH:1]1([N:4]2[CH2:5][CH2:6][CH:7]([C:10]3[CH:11]=[CH:12][C:13]([C:14]([NH:37][C:34]4[NH:35][N:36]=[C:32]([CH2:31][CH2:30][C:24]5[CH:25]=[C:26]([O:28][CH3:29])[CH:27]=[C:22]([O:21][CH3:20])[CH:23]=5)[CH:33]=4)=[O:16])=[CH:18][CH:19]=3)[CH2:8][CH2:9]2)[CH2:2][CH2:3]1, predict the reactants needed to synthesize it. The reactants are: [CH:1]1([N:4]2[CH2:9][CH2:8][CH:7]([C:10]3[CH:19]=[CH:18][C:13]([C:14]([O:16]C)=O)=[CH:12][CH:11]=3)[CH2:6][CH2:5]2)[CH2:3][CH2:2]1.[CH3:20][O:21][C:22]1[CH:23]=[C:24]([CH2:30][CH2:31][C:32]2[CH:33]=[C:34]([NH2:37])[NH:35][N:36]=2)[CH:25]=[C:26]([O:28][CH3:29])[CH:27]=1.C[Al](C)C. (5) Given the product [C:1]([C:3]1[CH:4]=[CH:5][C:6]([N:9]2[CH2:14][CH2:13][CH2:12][C@H:11]([NH:15][C@@H:16]3[CH2:21][CH2:20][CH2:19][CH2:18][C@H:17]3[NH:22][C:23](=[O:35])[O:37][CH2:38][C:39]3[CH:44]=[CH:43][CH:42]=[CH:41][C:40]=3[Cl:45])[CH2:10]2)=[CH:7][CH:8]=1)#[N:2], predict the reactants needed to synthesize it. The reactants are: [C:1]([C:3]1[CH:8]=[CH:7][C:6]([N:9]2[CH2:14][CH2:13][CH2:12][C@H:11]([NH:15][C@@H:16]3[CH2:21][CH2:20][CH2:19][CH2:18][C@H:17]3[NH:22][C:23](=[O:35])CC3C4C(=CC=CC=4)N(C)C=3)[CH2:10]2)=[CH:5][CH:4]=1)#[N:2].C(Cl)(=O)[O:37][CH2:38][C:39]1[CH:44]=[CH:43][CH:42]=[CH:41][C:40]=1[Cl:45].